This data is from Experimentally validated miRNA-target interactions with 360,000+ pairs, plus equal number of negative samples. The task is: Binary Classification. Given a miRNA mature sequence and a target amino acid sequence, predict their likelihood of interaction. The miRNA is hsa-miR-24-3p with sequence UGGCUCAGUUCAGCAGGAACAG. The protein sequence of the target gene is MPMTLGYWDIRGLAHAIRLLLEYTDSSYVEKKYTLGDAPDYDRSQWLNEKFKLGLDFPNLPYLIDGAHKITQSNAILRYIARKHNLCGETEEEKIRVDILENQVMDNHMELVRLCYDPDFEKLKPKYLEELPEKLKLYSEFLGKRPWFAGDKITFVDFLAYDVLDMKRIFEPKCLDAFLNLKDFISRFEGLKKISAYMKSSQFLRGLLFGKSATWNSK. Result: 0 (no interaction).